Dataset: TCR-epitope binding with 47,182 pairs between 192 epitopes and 23,139 TCRs. Task: Binary Classification. Given a T-cell receptor sequence (or CDR3 region) and an epitope sequence, predict whether binding occurs between them. The epitope is LLSAGIFGA. The TCR CDR3 sequence is CASSPPLAGGPYNEQFF. Result: 0 (the TCR does not bind to the epitope).